This data is from Catalyst prediction with 721,799 reactions and 888 catalyst types from USPTO. The task is: Predict which catalyst facilitates the given reaction. Reactant: CN(C)C=O.[CH3:6][C:7]1[C:12]([C:13]([OH:15])=[O:14])=[CH:11][N:10]=[C:9]([C:16]2[CH:21]=[CH:20][CH:19]=[CH:18][CH:17]=2)[N:8]=1.CS(O[CH2:27][CH2:28][C:29]([CH3:33])=[C:30]([F:32])[F:31])(=O)=O.C(=O)([O-])O.[Na+]. Product: [CH3:6][C:7]1[C:12]([C:13]([O:15][CH2:27][CH2:28][C:29]([CH3:33])=[C:30]([F:32])[F:31])=[O:14])=[CH:11][N:10]=[C:9]([C:16]2[CH:21]=[CH:20][CH:19]=[CH:18][CH:17]=2)[N:8]=1. The catalyst class is: 6.